This data is from Full USPTO retrosynthesis dataset with 1.9M reactions from patents (1976-2016). The task is: Predict the reactants needed to synthesize the given product. (1) The reactants are: [F:1][C:2]1[CH:18]=[CH:17][C:5]([CH2:6][N:7]2[C:15]3[C:10](=[N:11][CH:12]=[CH:13][CH:14]=3)[C:9](I)=[CH:8]2)=[CH:4][CH:3]=1.CC1(C)C2C(=C(P(C3C=CC=CC=3)C3C=CC=CC=3)C=CC=2)[O:40][C:22]2C(P(C3C=CC=CC=3)C3C=CC=CC=3)=CC=CC1=2.[NH2:61][C@@H:62]1[CH2:67][CH2:66][CH2:65][CH2:64][C@H:63]1[CH2:68][OH:69]. Given the product [F:1][C:2]1[CH:18]=[CH:17][C:5]([CH2:6][N:7]2[C:15]3[C:10](=[N:11][CH:12]=[CH:13][CH:14]=3)[C:9]([C:22]([NH:61][C@@H:62]3[CH2:67][CH2:66][CH2:65][CH2:64][C@H:63]3[CH2:68][OH:69])=[O:40])=[CH:8]2)=[CH:4][CH:3]=1, predict the reactants needed to synthesize it. (2) Given the product [C:1]1([C:7]2[C:8]([C:16]3[CH:17]=[CH:18][C:19]([CH:20]([OH:21])[CH3:24])=[CH:22][CH:23]=3)=[N:9][C:10]3[N:11]([CH:13]=[CH:14][N:15]=3)[CH:12]=2)[CH:6]=[CH:5][CH:4]=[CH:3][CH:2]=1, predict the reactants needed to synthesize it. The reactants are: [C:1]1([C:7]2[C:8]([C:16]3[CH:23]=[CH:22][C:19]([CH:20]=[O:21])=[CH:18][CH:17]=3)=[N:9][C:10]3[N:11]([CH:13]=[CH:14][N:15]=3)[CH:12]=2)[CH:6]=[CH:5][CH:4]=[CH:3][CH:2]=1.[CH3:24][Zn]Cl. (3) Given the product [F:1][C:2]1[C:3]([I:8])=[CH:4][C:5]([S:10]([Cl:9])(=[O:12])=[O:11])=[CH:6][CH:7]=1, predict the reactants needed to synthesize it. The reactants are: [F:1][C:2]1[CH:7]=[CH:6][CH:5]=[CH:4][C:3]=1[I:8].[Cl:9][S:10](O)(=[O:12])=[O:11]. (4) Given the product [F:16][C:17]1[CH:18]=[C:19]([CH:22]=[CH:23][CH:24]=1)[CH2:20][S:15][C:13]1[O:14][C:10]([C:9]2[CH:8]=[CH:7][N:6]=[C:5]3[NH:1][CH:2]=[CH:3][C:4]=23)=[N:11][N:12]=1, predict the reactants needed to synthesize it. The reactants are: [NH:1]1[C:5]2=[N:6][CH:7]=[CH:8][C:9]([C:10]3[O:14][C:13]([SH:15])=[N:12][N:11]=3)=[C:4]2[CH:3]=[CH:2]1.[F:16][C:17]1[CH:18]=[C:19]([CH:22]=[CH:23][CH:24]=1)[CH2:20]Br. (5) The reactants are: Cl[C:2]1C=CC=C(C(OO)=O)[CH:3]=1.C(S[C:15]1[C:16]([C:21]([NH:23][C:24]2[CH:29]=[CH:28][C:27]([C:30]([F:33])([F:32])[F:31])=[CH:26][N:25]=2)=[O:22])=[N:17][CH:18]=[CH:19][CH:20]=1)C.C(=O)(O)[O-].[Na+].[S:39]([O-:43])([O-])(=[O:41])=S.[Na+].[Na+]. Given the product [CH2:2]([S:39]([C:15]1[C:16]([C:21]([NH:23][C:24]2[CH:29]=[CH:28][C:27]([C:30]([F:32])([F:33])[F:31])=[CH:26][N:25]=2)=[O:22])=[N:17][CH:18]=[CH:19][CH:20]=1)(=[O:43])=[O:41])[CH3:3], predict the reactants needed to synthesize it.